From a dataset of Reaction yield outcomes from USPTO patents with 853,638 reactions. Predict the reaction yield, written as a fraction of the theoretical maximum amount of product (1.0 means a 100% yield; for example, 0.34 means a 34% yield). (1) The reactants are [CH:1]1([O:6][CH2:7][CH2:8][NH2:9])[CH2:5][CH2:4][CH2:3][CH2:2]1.[Br:10][C:11]1[N:15]2[N:16]=[C:17](F)[CH:18]=[CH:19][C:14]2=[N:13][CH:12]=1. No catalyst specified. The product is [Br:10][C:11]1[N:15]2[N:16]=[C:17]([NH:9][CH2:8][CH2:7][O:6][CH:1]3[CH2:5][CH2:4][CH2:3][CH2:2]3)[CH:18]=[CH:19][C:14]2=[N:13][CH:12]=1. The yield is 0.690. (2) The reactants are [Cl:1][C:2]1[N:7]([CH2:8][C:9]2[CH:16]=[CH:15][CH:14]=[CH:13][C:10]=2[C:11]#[N:12])[C:6](=[O:17])[NH:5][C:4](=[O:18])[CH:3]=1.[H-].[Na+].[Li+].[Br-].I[CH3:24]. The catalyst is CN(C=O)C.C1COCC1. The product is [Cl:1][C:2]1[N:7]([CH2:8][C:9]2[CH:16]=[CH:15][CH:14]=[CH:13][C:10]=2[C:11]#[N:12])[C:6](=[O:17])[N:5]([CH3:24])[C:4](=[O:18])[CH:3]=1. The yield is 0.720. (3) The reactants are [CH3:1][C:2]1[N:7]=[C:6](Cl)[N:5]=[C:4]([N:9]2[CH:13]=[C:12]([C:14]([F:17])([F:16])[F:15])[CH:11]=[N:10]2)[CH:3]=1.[OH:18][C:19]1[CH:24]=[CH:23][N:22]=[C:21]([C:25]([F:28])([F:27])[F:26])[CH:20]=1.C([O-])([O-])=O.[K+].[K+].O. The catalyst is C(#N)C. The product is [CH3:1][C:2]1[N:7]=[C:6]([O:18][C:19]2[CH:24]=[CH:23][N:22]=[C:21]([C:25]([F:28])([F:26])[F:27])[CH:20]=2)[N:5]=[C:4]([N:9]2[CH:13]=[C:12]([C:14]([F:17])([F:16])[F:15])[CH:11]=[N:10]2)[CH:3]=1. The yield is 0.850. (4) The reactants are C([O:3][CH2:4][CH2:5][O:6][NH:7][C:8]([C:10]1[CH:11]=[CH:12][C:13]2[N:14]([CH:25]=[N:26][CH:27]=2)[C:15]=1[NH:16][C:17]1[CH:22]=[CH:21][C:20]([I:23])=[CH:19][C:18]=1[F:24])=[O:9])=C.Cl. The catalyst is CO. The product is [OH:3][CH2:4][CH2:5][O:6][NH:7][C:8]([C:10]1[CH:11]=[CH:12][C:13]2[N:14]([CH:25]=[N:26][CH:27]=2)[C:15]=1[NH:16][C:17]1[CH:22]=[CH:21][C:20]([I:23])=[CH:19][C:18]=1[F:24])=[O:9]. The yield is 0.900.